From a dataset of Peptide-MHC class I binding affinity with 185,985 pairs from IEDB/IMGT. Regression. Given a peptide amino acid sequence and an MHC pseudo amino acid sequence, predict their binding affinity value. This is MHC class I binding data. (1) The binding affinity (normalized) is 1.00. The peptide sequence is ETKITFALK. The MHC is HLA-A68:01 with pseudo-sequence HLA-A68:01. (2) The binding affinity (normalized) is 0.373. The MHC is Mamu-A07 with pseudo-sequence Mamu-A07. The peptide sequence is NIFGRNLLTAL. (3) The peptide sequence is ELFARSSDPR. The MHC is HLA-B53:01 with pseudo-sequence HLA-B53:01. The binding affinity (normalized) is 0.0847.